From a dataset of Reaction yield outcomes from USPTO patents with 853,638 reactions. Predict the reaction yield, written as a fraction of the theoretical maximum amount of product (1.0 means a 100% yield; for example, 0.34 means a 34% yield). (1) The reactants are [C:1](Cl)(=[O:3])[CH3:2].[N+:5]([C:8]1[CH:9]=[CH:10][C:11]2[CH2:17][CH2:16][CH2:15][CH2:14][NH:13][C:12]=2[CH:18]=1)([O-:7])=[O:6].C([O-])(O)=O.[Na+]. The catalyst is C(Cl)Cl. The product is [N+:5]([C:8]1[CH:9]=[CH:10][C:11]2[CH2:17][CH2:16][CH2:15][CH2:14][N:13]([C:1](=[O:3])[CH3:2])[C:12]=2[CH:18]=1)([O-:7])=[O:6]. The yield is 0.800. (2) The reactants are [CH3:1][NH:2][CH2:3][C:4]1[CH:9]=[CH:8][CH:7]=[CH:6][CH:5]=1.N#N.Br[CH2:13][CH2:14][CH2:15][CH2:16][CH2:17][CH2:18][CH2:19][CH3:20]. The catalyst is C(#N)C. The product is [CH2:3]([N:2]([CH2:13][CH2:14][CH2:15][CH2:16][CH2:17][CH2:18][CH2:19][CH3:20])[CH3:1])[C:4]1[CH:9]=[CH:8][CH:7]=[CH:6][CH:5]=1. The yield is 0.880. (3) The reactants are [NH2:1][C:2]1[N:7]=[CH:6][N:5]=[C:4]2[N:8]([CH:12]([C:14]3[O:15][C:16]4[C:21]([C:22](=[O:31])[C:23]=3[C:24]3[CH:29]=[CH:28][CH:27]=[C:26]([F:30])[CH:25]=3)=[CH:20][CH:19]=[CH:18][CH:17]=4)[CH3:13])[N:9]=[C:10](I)[C:3]=12.[NH:32]1[C:40]2[C:35](=[CH:36][C:37](B3OC(C)(C)C(C)(C)O3)=[CH:38][CH:39]=2)[CH:34]=[N:33]1.[C:50](=O)([O-])[O-].[Na+].[Na+].ClCCl. The catalyst is CN(C=O)C.C(O)C.O. The product is [NH2:1][C:2]1[N:7]=[CH:6][N:5]=[C:4]2[N:8]([CH:12]([C:14]3[O:15][C:16]4[C:21]([C:22](=[O:31])[C:23]=3[C:24]3[CH:29]=[CH:28][CH:27]=[C:26]([F:30])[CH:25]=3)=[CH:20][CH:19]=[CH:18][CH:17]=4)[CH3:13])[N:9]=[C:10]([C:37]3[CH:36]=[C:35]4[C:40](=[CH:39][CH:38]=3)[NH:32][N:33]=[C:34]4[CH3:50])[C:3]=12. The yield is 0.140. (4) The reactants are [CH3:1][C:2]1[CH:9]=[CH:8][C:5]([CH:6]=O)=[CH:4][C:3]=1[N+:10]([O-:12])=[O:11].[NH2:13][C:14]1[CH:32]=[CH:31][CH:30]=[CH:29][C:15]=1[C:16]([NH:18][C:19]1[CH:24]=[CH:23][C:22]([CH:25]([CH2:27][CH3:28])[CH3:26])=[CH:21][CH:20]=1)=[O:17]. The catalyst is CCO. The product is [CH:25]([C:22]1[CH:23]=[CH:24][C:19]([N:18]2[C:16](=[O:17])[C:15]3[C:14](=[CH:32][CH:31]=[CH:30][CH:29]=3)[N:13]=[C:6]2[C:5]2[CH:8]=[CH:9][C:2]([CH3:1])=[C:3]([N+:10]([O-:12])=[O:11])[CH:4]=2)=[CH:20][CH:21]=1)([CH2:27][CH3:28])[CH3:26]. The yield is 0.810.